This data is from Reaction yield outcomes from USPTO patents with 853,638 reactions. The task is: Predict the reaction yield, written as a fraction of the theoretical maximum amount of product (1.0 means a 100% yield; for example, 0.34 means a 34% yield). (1) The reactants are [N:1]1([C:7]2[N:8]=[N:9][CH:10]=[CH:11][N:12]=2)[CH2:6][CH2:5][NH:4][CH2:3][CH2:2]1.C(N(CC)CC)C.[F:20][C:21]([C:24]1[CH:32]=[CH:31][CH:30]=[CH:29][C:25]=1[C:26](Cl)=[O:27])([F:23])[F:22].CCOC(C)=O. The catalyst is C(Cl)Cl. The product is [N:9]1[CH:10]=[CH:11][N:12]=[C:7]([N:1]2[CH2:6][CH2:5][N:4]([C:26]([C:25]3[CH:29]=[CH:30][CH:31]=[CH:32][C:24]=3[C:21]([F:20])([F:22])[F:23])=[O:27])[CH2:3][CH2:2]2)[N:8]=1. The yield is 0.950. (2) The reactants are [NH2:1][C:2]1[NH:7][C:6](=O)[CH:5]=[C:4]([CH:9]2[CH2:13][CH2:12][O:11][CH2:10]2)[N:3]=1.CN(C)C1C=CC=CC=1.P(Cl)(Cl)([Cl:25])=O. The catalyst is [Cl-].C([N+](CC)(CC)CC)C.C(#N)C. The product is [Cl:25][C:6]1[CH:5]=[C:4]([CH:9]2[CH2:13][CH2:12][O:11][CH2:10]2)[N:3]=[C:2]([NH2:1])[N:7]=1. The yield is 0.420. (3) The reactants are [CH2:1]([S:8][C:9]1[CH:10]=[CH:11][C:12]([NH:17][C:18]2[C:23]([O:24][CH3:25])=[CH:22][C:21]([C:26]3[CH:31]=[CH:30][C:29]([Cl:32])=[C:28]([CH3:33])[CH:27]=3)=[C:20]([F:34])[CH:19]=2)=[C:13]([CH:16]=1)[CH:14]=O)[C:2]1[CH:7]=[CH:6][CH:5]=[CH:4][CH:3]=1.CO.C[O-].[Na+].C[O:41][CH2:42][C:43]([O:45][CH3:46])=O. The catalyst is C(Cl)Cl.CCOC(C)=O.C1(C)C=CC=CC=1. The product is [CH2:1]([S:8][C:9]1[CH:16]=[C:13]2[C:12](=[CH:11][CH:10]=1)[N:17]([C:18]1[C:23]([O:24][CH3:25])=[CH:22][C:21]([C:26]3[CH:31]=[CH:30][C:29]([Cl:32])=[C:28]([CH3:33])[CH:27]=3)=[C:20]([F:34])[CH:19]=1)[C:42](=[O:41])[C:43]([O:45][CH3:46])=[CH:14]2)[C:2]1[CH:7]=[CH:6][CH:5]=[CH:4][CH:3]=1. The yield is 0.457. (4) The reactants are [Cl:1][C:2]1[CH:3]=[CH:4][C:5]([NH:8][C:9]([C:11]2[CH:16]=[C:15]([O:17]C)[CH:14]=[CH:13][C:12]=2[NH:19][C:20]([C:22]2[CH:27]=[CH:26][C:25]([C:28]#[N:29])=[CH:24][CH:23]=2)=[O:21])=[O:10])=[N:6][CH:7]=1.B(Br)(Br)Br. The catalyst is C(Cl)Cl. The product is [Cl:1][C:2]1[CH:3]=[CH:4][C:5]([NH:8][C:9]([C:11]2[C:12]([NH:19][C:20]([C:22]3[CH:27]=[CH:26][C:25]([C:28]#[N:29])=[CH:24][CH:23]=3)=[O:21])=[CH:13][CH:14]=[C:15]([OH:17])[CH:16]=2)=[O:10])=[N:6][CH:7]=1. The yield is 0.900. (5) The reactants are [Br:1][C:2]1[CH:3]=[C:4]2[C:8](=[CH:9][C:10]=1[O:11][CH2:12][C:13]([CH3:15])=[CH2:14])[N:7]([CH3:16])[C:6]([C:17](OCC)=[O:18])=[CH:5]2.CC(C[AlH]CC(C)C)C. The catalyst is C(Cl)Cl. The product is [Br:1][C:2]1[CH:3]=[C:4]2[C:8](=[CH:9][C:10]=1[O:11][CH2:12][C:13]([CH3:15])=[CH2:14])[N:7]([CH3:16])[C:6]([CH2:17][OH:18])=[CH:5]2. The yield is 0.980. (6) The reactants are Cl[C:2]1[N:10]=[C:9](Cl)[CH:8]=[CH:7][C:3]=1[C:4]([NH2:6])=[O:5].[O:12]1[CH2:17][CH2:16][CH:15]([NH2:18])[CH2:14][CH2:13]1.[NH:19]1[CH2:24][CH2:23]C[C@@H:21]([NH:25][C:26](=[O:32])OC(C)(C)C)[CH2:20]1.[C:33](O)(=O)[CH:34]=C. No catalyst specified. The product is [C:26]([NH:25][C@H:21]1[CH2:23][CH2:24][N:19]([C:9]2[CH:8]=[CH:7][C:3]([C:4]([NH2:6])=[O:5])=[C:2]([NH:18][CH:15]3[CH2:16][CH2:17][O:12][CH2:13][CH2:14]3)[N:10]=2)[CH2:20]1)(=[O:32])[CH:33]=[CH2:34]. The yield is 0.0940. (7) The reactants are [F:1][C:2]([F:11])([F:10])[C:3]1[CH:9]=[CH:8][C:6]([NH2:7])=[CH:5][CH:4]=1.[CH:12](=O)[CH2:13][CH3:14].[NH:16]1[C:20]2[CH:21]=[CH:22][CH:23]=[CH:24][C:19]=2[N:18]=[N:17]1.C1(C)C=CC=CC=1. The catalyst is CCCCCCC. The product is [N:16]1([CH:12]([NH:7][C:6]2[CH:8]=[CH:9][C:3]([C:2]([F:10])([F:11])[F:1])=[CH:4][CH:5]=2)[CH2:13][CH3:14])[C:20]2[CH:21]=[CH:22][CH:23]=[CH:24][C:19]=2[N:18]=[N:17]1. The yield is 0.906. (8) The yield is 0.740. The product is [O:17]=[C:16]1[C:15]([CH2:18][C:19]2[CH:20]=[CH:21][C:22]([C:25]3[C:26]([C:31]#[N:32])=[CH:27][CH:28]=[CH:29][CH:30]=3)=[CH:23][CH:24]=2)=[C:14]([CH2:33][CH2:34][CH3:35])[N:13]2[N:36]=[CH:37][N:38]=[C:12]2[N:11]1[C@H:8]1[CH2:9][CH2:10][C@H:5]([O:4][CH2:3][CH:2]2[CH2:39][CH2:40][CH2:41][O:1]2)[CH2:6][CH2:7]1. The catalyst is O1CCCC1. The reactants are [OH:1][CH:2]([CH2:39][CH2:40][CH2:41]O)[CH2:3][O:4][C@H:5]1[CH2:10][CH2:9][C@H:8]([N:11]2[C:16](=[O:17])[C:15]([CH2:18][C:19]3[CH:24]=[CH:23][C:22]([C:25]4[C:26]([C:31]#[N:32])=[CH:27][CH:28]=[CH:29][CH:30]=4)=[CH:21][CH:20]=3)=[C:14]([CH2:33][CH2:34][CH3:35])[N:13]3[N:36]=[CH:37][N:38]=[C:12]23)[CH2:7][CH2:6]1.C1(P(C2C=CC=CC=2)C2C=CC=CC=2)C=CC=CC=1.N(C(OCC)=O)=NC(OCC)=O.O. (9) The reactants are [Cl:1][C:2]1[N:7]=[N:6][C:5]([C:8](OC)=[O:9])=[C:4]([NH:12][C:13]2[CH:18]=[CH:17][C:16]([S:19]([CH3:22])(=[O:21])=[O:20])=[CH:15][N:14]=2)[CH:3]=1.[NH3:23]. The yield is 1.00. No catalyst specified. The product is [Cl:1][C:2]1[N:7]=[N:6][C:5]([C:8]([NH2:23])=[O:9])=[C:4]([NH:12][C:13]2[CH:18]=[CH:17][C:16]([S:19]([CH3:22])(=[O:21])=[O:20])=[CH:15][N:14]=2)[CH:3]=1. (10) The reactants are CN(C)C(=O)C.[CH3:7][C:8]([CH3:15])([C:12](Cl)=[O:13])[C:9](Cl)=[O:10].[CH2:16]([O:23][C:24]1[CH:29]=[C:28]([NH:30][CH3:31])[C:27]([NH2:32])=[CH:26][CH:25]=1)[C:17]1[CH:22]=[CH:21][CH:20]=[CH:19][CH:18]=1. The catalyst is O. The product is [CH2:16]([O:23][C:24]1[CH:25]=[CH:26][C:27]2[NH:32][C:12](=[O:13])[C:8]([CH3:15])([CH3:7])[C:9](=[O:10])[N:30]([CH3:31])[C:28]=2[CH:29]=1)[C:17]1[CH:18]=[CH:19][CH:20]=[CH:21][CH:22]=1. The yield is 0.578.